This data is from Reaction yield outcomes from USPTO patents with 853,638 reactions. The task is: Predict the reaction yield, written as a fraction of the theoretical maximum amount of product (1.0 means a 100% yield; for example, 0.34 means a 34% yield). (1) The reactants are [H-].[Na+].CN(C=O)C.[C:8]1([C:14]2[CH:15]=[C:16]3[C:20](=[CH:21][CH:22]=2)[NH:19][C:18]([C:23]([O:25][CH2:26][CH3:27])=[O:24])=[CH:17]3)[CH:13]=[CH:12][CH:11]=[CH:10][CH:9]=1.Br[CH2:29][CH2:30][CH2:31][O:32][C:33]([C:46]1[CH:51]=[CH:50][CH:49]=[CH:48][CH:47]=1)([C:40]1[CH:45]=[CH:44][CH:43]=[CH:42][CH:41]=1)[C:34]1[CH:39]=[CH:38][CH:37]=[CH:36][CH:35]=1. The catalyst is O. The product is [C:8]1([C:14]2[CH:15]=[C:16]3[C:20](=[CH:21][CH:22]=2)[N:19]([CH2:29][CH2:30][CH2:31][O:32][C:33]([C:46]2[CH:51]=[CH:50][CH:49]=[CH:48][CH:47]=2)([C:34]2[CH:35]=[CH:36][CH:37]=[CH:38][CH:39]=2)[C:40]2[CH:45]=[CH:44][CH:43]=[CH:42][CH:41]=2)[C:18]([C:23]([O:25][CH2:26][CH3:27])=[O:24])=[CH:17]3)[CH:9]=[CH:10][CH:11]=[CH:12][CH:13]=1. The yield is 0.300. (2) The reactants are [CH:1]([C:4]1[CH:9]=[CH:8][C:7]([C:10]2([CH3:23])[C:14]3[C:15]([CH3:21])=[CH:16][C:17]([CH3:20])=[C:18]([CH3:19])[C:13]=3[O:12][C:11]2=[O:22])=[CH:6][CH:5]=1)([CH3:3])[CH3:2]. The catalyst is C(OCC)(=O)C.CCCCCC. The product is [OH:22][CH2:11][C:10]([C:14]1[C:15]([CH3:21])=[CH:16][C:17]([CH3:20])=[C:18]([CH3:19])[C:13]=1[OH:12])([C:7]1[CH:6]=[CH:5][C:4]([CH:1]([CH3:3])[CH3:2])=[CH:9][CH:8]=1)[CH3:23]. The yield is 0.830. (3) The reactants are [Cl:1][C:2]1[CH:3]=[C:4]([C:8]2[N:12]=[C:11]([CH2:13][CH2:14][C:15]([NH:17][NH2:18])=[O:16])[O:10][N:9]=2)[CH:5]=[CH:6][CH:7]=1.[CH2:19]([O:21][C:22]([C:24]1[S:25][CH:26]=[CH:27][CH:28]=1)=N)[CH3:20]. The catalyst is C(O)C. The product is [CH2:19]([O:21][C:22](=[N:18][NH:17][C:15](=[O:16])[CH2:14][CH2:13][C:11]1[O:10][N:9]=[C:8]([C:4]2[CH:5]=[CH:6][CH:7]=[C:2]([Cl:1])[CH:3]=2)[N:12]=1)[C:24]1[S:25][CH:26]=[CH:27][CH:28]=1)[CH3:20]. The yield is 0.750.